Dataset: Catalyst prediction with 721,799 reactions and 888 catalyst types from USPTO. Task: Predict which catalyst facilitates the given reaction. (1) Product: [Si:1]([O:8][C@@H:9]1[C@@:29]2([CH3:30])[C:13](=[CH:14][CH:15]=[C:16]3[C@@H:28]2[CH2:27][CH2:26][C@@:25]2([CH3:31])[C@H:17]3[CH2:18][CH:19]=[C:20]2[C:21]([O:24]/[CH:41]=[CH:42]\[CH2:43][C:44]([CH2:55][CH3:56])([O:47][Si:48]([CH2:53][CH3:54])([CH2:49][CH3:50])[CH2:51][CH3:52])[CH2:45][CH3:46])([CH3:23])[CH3:22])[CH2:12][C@@H:11]([O:32][Si:33]([C:36]([CH3:39])([CH3:38])[CH3:37])([CH3:34])[CH3:35])[CH2:10]1)([C:4]([CH3:7])([CH3:6])[CH3:5])([CH3:3])[CH3:2]. The catalyst class is: 7. Reactant: [Si:1]([O:8][C@@H:9]1[C@@:29]2([CH3:30])[C:13](=[CH:14][CH:15]=[C:16]3[C@@H:28]2[CH2:27][CH2:26][C@@:25]2([CH3:31])[C@H:17]3[CH2:18][CH:19]=[C:20]2[C:21]([OH:24])([CH3:23])[CH3:22])[CH2:12][C@@H:11]([O:32][Si:33]([C:36]([CH3:39])([CH3:38])[CH3:37])([CH3:35])[CH3:34])[CH2:10]1)([C:4]([CH3:7])([CH3:6])[CH3:5])([CH3:3])[CH3:2].Br/[CH:41]=[CH:42]\[CH2:43][C:44]([CH2:55][CH3:56])([O:47][Si:48]([CH2:53][CH3:54])([CH2:51][CH3:52])[CH2:49][CH3:50])[CH2:45][CH3:46].[H-].[Na+].C1OCCOCCOCCOCCOC1. (2) Reactant: [N+:1]([C:4]1[N:9]=[CH:8][C:7]([N:10]2[CH2:15][CH2:14][NH:13][CH2:12][CH2:11]2)=[CH:6][CH:5]=1)([O-:3])=[O:2].C(N(CC)CC)C.[C:23](Cl)(=[O:28])[C:24]([CH3:27])([CH3:26])[CH3:25]. Product: [CH3:25][C:24]([CH3:27])([CH3:26])[C:23]([N:13]1[CH2:12][CH2:11][N:10]([C:7]2[CH:8]=[N:9][C:4]([N+:1]([O-:3])=[O:2])=[CH:5][CH:6]=2)[CH2:15][CH2:14]1)=[O:28]. The catalyst class is: 4.